From a dataset of Catalyst prediction with 721,799 reactions and 888 catalyst types from USPTO. Predict which catalyst facilitates the given reaction. (1) The catalyst class is: 1. Product: [C:1]([O:5][C:6](=[O:7])[NH:8][C:9]1[S:10][C:11]([CH2:14][OH:15])=[CH:12][N:13]=1)([CH3:4])([CH3:2])[CH3:3]. Reactant: [C:1]([O:5][C:6]([NH:8][C:9]1[S:10][C:11]([C:14](OCC)=[O:15])=[CH:12][N:13]=1)=[O:7])([CH3:4])([CH3:3])[CH3:2].[H-].[H-].[H-].[H-].[Li+].[Al+3].C(OCC)C. (2) Reactant: [F:1][C:2]1[CH:7]=[CH:6][CH:5]=[C:4]([F:8])[C:3]=1[CH2:9][C:10](O)=[O:11].CSC.B. Product: [F:1][C:2]1[CH:7]=[CH:6][CH:5]=[C:4]([F:8])[C:3]=1[CH2:9][CH2:10][OH:11]. The catalyst class is: 1. (3) Reactant: [CH3:1][C:2]1[C:6]([CH3:7])=[C:5]([NH2:8])[O:4][N:3]=1.[S:9]1[C:13]([S:14](Cl)(=[O:16])=[O:15])=[CH:12][C:11]2[CH:18]=[CH:19][CH:20]=[CH:21][C:10]1=2.C(OCC)(=O)C. Product: [CH3:1][C:2]1[C:6]([CH3:7])=[C:5]([NH:8][S:14]([C:13]2[S:9][C:10]3[CH:21]=[CH:20][CH:19]=[CH:18][C:11]=3[CH:12]=2)(=[O:15])=[O:16])[O:4][N:3]=1. The catalyst class is: 377. (4) Reactant: [Cl:1][C:2]1[CH:3]=[CH:4][N:5]2[CH:10]=[C:9]([CH:11]=[O:12])[N:8]([C:13]3[CH:18]=[CH:17][CH:16]=[C:15]([F:19])[CH:14]=3)[C:7](=[O:20])[C:6]=12.[CH3:21][CH2:22][Mg+].[Br-].[NH4+].[Cl-]. Product: [Cl:1][C:2]1[CH:3]=[CH:4][N:5]2[CH:10]=[C:9]([CH:11]([OH:12])[CH2:21][CH3:22])[N:8]([C:13]3[CH:18]=[CH:17][CH:16]=[C:15]([F:19])[CH:14]=3)[C:7](=[O:20])[C:6]=12. The catalyst class is: 1. (5) Reactant: FC1C=CC([NH:8][C:9]([C:11]2([C:14]([OH:16])=O)[CH2:13][CH2:12]2)=[O:10])=CC=1.COC1C=CC(C[NH:24]C2C=C(OC3C=CC(N)=C(F)C=3)C=CN=2)=CC=1.CN(C(ON1N=NC2C=CC=CC1=2)=[N+](C)C)C.[B-](F)(F)(F)F.CCN(C(C)C)C(C)C. Product: [C:11]1([C:9]([NH2:8])=[O:10])([C:14]([NH2:24])=[O:16])[CH2:13][CH2:12]1. The catalyst class is: 3. (6) Reactant: [NH2:1][C@@H:2]1[CH2:7][CH2:6][CH2:5][N:4]([C:8]([O:10][C:11]([CH3:14])([CH3:13])[CH3:12])=[O:9])[CH2:3]1.CCN(CC)CC.[Cl:22][CH2:23][CH2:24][N:25]=[C:26]=[O:27]. Product: [Cl:22][CH2:23][CH2:24][NH:25][C:26](=[O:27])[NH:1][C@@H:2]1[CH2:7][CH2:6][CH2:5][N:4]([C:8]([O:10][C:11]([CH3:14])([CH3:13])[CH3:12])=[O:9])[CH2:3]1. The catalyst class is: 2. (7) Reactant: [Br:1][C:2]1[CH:3]=[C:4]([CH:8]=[CH:9][C:10]=1[CH3:11])[C:5]([OH:7])=O.Cl.CN(C)[CH2:15][CH2:16][CH2:17][N:18]=C=NCC.C1(N)CC1. Product: [Br:1][C:2]1[CH:3]=[C:4]([CH:8]=[CH:9][C:10]=1[CH3:11])[C:5]([NH:18][CH:17]1[CH2:15][CH2:16]1)=[O:7]. The catalyst class is: 4. (8) Reactant: [NH2:1][C:2]1[CH:7]=[CH:6][C:5]([CH:8]2[C:17]([CH3:19])([CH3:18])[CH2:16][C:15]3[C:10](=[CH:11][CH:12]=[C:13]([C:20]([O:22][CH3:23])=[O:21])[CH:14]=3)[NH:9]2)=[CH:4][CH:3]=1.C(N(CC)C(C)C)(C)C.[C:33]1([CH2:39][C:40](Cl)=[O:41])[CH:38]=[CH:37][CH:36]=[CH:35][CH:34]=1. Product: [CH3:19][C:17]1([CH3:18])[CH2:16][C:15]2[C:10](=[CH:11][CH:12]=[C:13]([C:20]([O:22][CH3:23])=[O:21])[CH:14]=2)[NH:9][CH:8]1[C:5]1[CH:4]=[CH:3][C:2]([NH:1][C:40](=[O:41])[CH2:39][C:33]2[CH:38]=[CH:37][CH:36]=[CH:35][CH:34]=2)=[CH:7][CH:6]=1. The catalyst class is: 4.